From a dataset of Forward reaction prediction with 1.9M reactions from USPTO patents (1976-2016). Predict the product of the given reaction. (1) Given the reactants Cl.NO.C([N:6](C(C)C)C(C)C)C.C(OC([NH:18][C:19]([NH:21][C:22]1[CH:27]=[CH:26][C:25]([Br:28])=[CH:24][N:23]=1)=S)=O)C, predict the reaction product. The product is: [Br:28][C:25]1[CH:26]=[CH:27][C:22]2[N:23]([N:6]=[C:19]([NH2:18])[N:21]=2)[CH:24]=1. (2) Given the reactants [NH2:1][C:2]1[C:3]([C:9]([OH:11])=O)=[N:4][C:5]([Br:8])=[CH:6][N:7]=1.C1C=CC2N(O)N=NC=2C=1.CCN=C=NCCCN(C)C.[F:33][C:34]1[CH:35]=[C:36]([CH:38]=[CH:39][CH:40]=1)[NH2:37], predict the reaction product. The product is: [NH2:1][C:2]1[C:3]([C:9]([NH:37][C:36]2[CH:38]=[CH:39][CH:40]=[C:34]([F:33])[CH:35]=2)=[O:11])=[N:4][C:5]([Br:8])=[CH:6][N:7]=1. (3) Given the reactants [NH:1]1[C:5]2[CH:6]=[C:7]([C:10]3[O:14][C:13]([SH:15])=[N:12][N:11]=3)[CH:8]=[CH:9][C:4]=2[N:3]=[CH:2]1.[C:16]([C:20]1[CH:27]=[CH:26][C:23]([CH2:24]Br)=[CH:22][CH:21]=1)([CH3:19])([CH3:18])[CH3:17], predict the reaction product. The product is: [C:16]([C:20]1[CH:21]=[CH:22][C:23]([CH2:24][S:15][C:13]2[O:14][C:10]([C:7]3[CH:8]=[CH:9][C:4]4[NH:3][CH:2]=[N:1][C:5]=4[CH:6]=3)=[N:11][N:12]=2)=[CH:26][CH:27]=1)([CH3:19])([CH3:17])[CH3:18]. (4) Given the reactants [C:1]([O:5][C:6]([N:8]1[CH2:13][CH2:12][N:11]2[C:14]([CH2:18][CH3:19])=[N:15][C:16](I)=[C:10]2[CH:9]1[CH2:20][O:21][C:22]1[CH:27]=[CH:26][C:25]([F:28])=[C:24]([C:29]([F:32])([F:31])[F:30])[CH:23]=1)=[O:7])([CH3:4])([CH3:3])[CH3:2].C(Cl)[Cl:34].CO, predict the reaction product. The product is: [C:1]([O:5][C:6]([N:8]1[CH2:13][CH2:12][N:11]2[C:14]([CH2:18][CH3:19])=[N:15][C:16]([Cl:34])=[C:10]2[CH:9]1[CH2:20][O:21][C:22]1[CH:27]=[CH:26][C:25]([F:28])=[C:24]([C:29]([F:32])([F:31])[F:30])[CH:23]=1)=[O:7])([CH3:4])([CH3:3])[CH3:2]. (5) Given the reactants Cl[C:2]1[C:14]2[C:13]3[CH2:12][CH:11]([C:15]([NH:17][CH:18]([CH3:20])[CH3:19])=[O:16])[CH2:10][CH2:9][C:8]=3[NH:7][C:6]=2[N:5]=[CH:4][N:3]=1.[NH:21]1[C:25]2=[N:26][CH:27]=[C:28]([NH2:30])[CH:29]=[C:24]2[CH:23]=[N:22]1, predict the reaction product. The product is: [CH3:19][CH:18]([NH:17][C:15]([CH:11]1[CH2:10][CH2:9][C:8]2[NH:7][C:6]3[N:5]=[CH:4][N:3]=[C:2]([NH:30][C:28]4[CH:29]=[C:24]5[CH:23]=[N:22][NH:21][C:25]5=[N:26][CH:27]=4)[C:14]=3[C:13]=2[CH2:12]1)=[O:16])[CH3:20].